Task: Predict the product of the given reaction.. Dataset: Forward reaction prediction with 1.9M reactions from USPTO patents (1976-2016) (1) Given the reactants Br[C:2]1[C:3]([CH:9]=[O:10])=[CH:4][C:5]([Cl:8])=[N:6][CH:7]=1.[C:11]1(B(O)O)[CH:16]=[CH:15][CH:14]=[CH:13][CH:12]=1.C(=O)([O-])[O-].[K+].[K+].C1OCCOC1.O, predict the reaction product. The product is: [Cl:8][C:5]1[CH:4]=[C:3]([CH:9]=[O:10])[C:2]([C:11]2[CH:16]=[CH:15][CH:14]=[CH:13][CH:12]=2)=[CH:7][N:6]=1. (2) The product is: [CH3:33][C:18]1[C:17]([CH2:16][O:15][C:12]2[CH:13]=[C:14]3[C:9]([CH2:8][CH2:7][N:6]3[CH2:5][C:4]([OH:34])=[O:3])=[CH:10][CH:11]=2)=[CH:22][CH:21]=[C:20]([C:23]2[CH:24]=[CH:25][C:26]([C:29]([F:31])([F:30])[F:32])=[CH:27][CH:28]=2)[N:19]=1. Given the reactants C([O:3][C:4](=[O:34])[CH2:5][N:6]1[C:14]2[C:9](=[CH:10][CH:11]=[C:12]([O:15][CH2:16][C:17]3[C:18]([CH3:33])=[N:19][C:20]([C:23]4[CH:28]=[CH:27][C:26]([C:29]([F:32])([F:31])[F:30])=[CH:25][CH:24]=4)=[CH:21][CH:22]=3)[CH:13]=2)[CH2:8][CH2:7]1)C.[Li+].[OH-], predict the reaction product. (3) Given the reactants Cl.Cl[C:3]1[CH:11]=CC([N+]([O-])=O)=C[C:4]=1[C:5](=N)N.BrC(C)C=O.BrC(CC)C=O.BrC(C(C)C)C=O.CC1[CH:35]=[C:36]([C:39]2[NH:43][C:42]([C:44]3[CH:45]=[C:46]([NH:51][C:52](=[O:69])[C:53]4[CH:58]=[CH:57][C:56]([N:59]5[CH2:64][C@@H:63]([CH3:65])[N:62]([CH3:66])[C@@H:61]([CH3:67])[CH2:60]5)=[CH:55][C:54]=4[CH3:68])[CH:47]=[CH:48][C:49]=3[Cl:50])=[N:41][CH:40]=2)SC=1, predict the reaction product. The product is: [CH:36]1([C:39]2[NH:43][C:42]([C:44]3[CH:45]=[C:46]([NH:51][C:52](=[O:69])[C:53]4[CH:58]=[CH:57][C:56]([N:59]5[CH2:64][C@@H:63]([CH3:65])[N:62]([CH3:66])[C@@H:61]([CH3:67])[CH2:60]5)=[CH:55][C:54]=4[CH3:68])[CH:47]=[CH:48][C:49]=3[Cl:50])=[N:41][CH:40]=2)[CH2:5][CH2:4][CH2:3][CH2:11][CH2:35]1. (4) Given the reactants [Cl:1][C:2]1[CH:3]=[N:4][C:5]([N:12]2[CH2:15][CH:14]([N:16]([CH3:25])[C:17]3[CH:22]=[CH:21][C:20]([F:23])=[CH:19][C:18]=3[CH3:24])[CH2:13]2)=[C:6]([CH:11]=1)[C:7]([O:9]C)=[O:8], predict the reaction product. The product is: [Cl:1][C:2]1[CH:3]=[N:4][C:5]([N:12]2[CH2:13][CH:14]([N:16]([C:17]3[CH:22]=[CH:21][C:20]([F:23])=[CH:19][C:18]=3[CH3:24])[CH3:25])[CH2:15]2)=[C:6]([CH:11]=1)[C:7]([OH:9])=[O:8]. (5) Given the reactants C(O[C:4](=[C:11]1[C:19]2[C:14](=[CH:15][CH:16]=[C:17]([N+:20]([O-:22])=[O:21])[CH:18]=2)[NH:13][C:12]1=[O:23])[C:5]1[CH:10]=[CH:9][CH:8]=[CH:7][CH:6]=1)C.[CH2:24]([O:26][C:27]([CH2:29][NH:30][CH2:31][C:32]1[CH:33]=[C:34]([CH:36]=[CH:37][CH:38]=1)[NH2:35])=[O:28])[CH3:25], predict the reaction product. The product is: [CH2:24]([O:26][C:27]([CH2:29][NH:30][CH2:31][C:32]1[CH:33]=[C:34]([NH:35]/[C:4](=[C:11]2\[C:12](=[O:23])[NH:13][C:14]3[C:19]\2=[CH:18][C:17]([N+:20]([O-:22])=[O:21])=[CH:16][CH:15]=3)/[C:5]2[CH:10]=[CH:9][CH:8]=[CH:7][CH:6]=2)[CH:36]=[CH:37][CH:38]=1)=[O:28])[CH3:25].